Task: Predict the reactants needed to synthesize the given product.. Dataset: Full USPTO retrosynthesis dataset with 1.9M reactions from patents (1976-2016) Given the product [CH:1]([N:4]1[CH:8]=[N:7][N:6]=[C:5]1[C:9]1[S:10][C:11]2[CH2:12][CH2:13][O:14][C:15]3[CH:22]=[C:21]([CH2:23][NH:28][CH2:27][C:26]([F:30])([F:29])[F:25])[CH:20]=[CH:19][C:16]=3[C:17]=2[N:18]=1)([CH3:3])[CH3:2], predict the reactants needed to synthesize it. The reactants are: [CH:1]([N:4]1[CH:8]=[N:7][N:6]=[C:5]1[C:9]1[S:10][C:11]2[CH2:12][CH2:13][O:14][C:15]3[CH:22]=[C:21]([CH:23]=O)[CH:20]=[CH:19][C:16]=3[C:17]=2[N:18]=1)([CH3:3])[CH3:2].[F:25][C:26]([F:30])([F:29])[CH2:27][NH2:28].C(O[BH-](OC(=O)C)OC(=O)C)(=O)C.[Na+].